From a dataset of TCR-epitope binding with 47,182 pairs between 192 epitopes and 23,139 TCRs. Binary Classification. Given a T-cell receptor sequence (or CDR3 region) and an epitope sequence, predict whether binding occurs between them. (1) The epitope is FTISVTTEIL. The TCR CDR3 sequence is CSVEGGSGRYYNEQFF. Result: 0 (the TCR does not bind to the epitope). (2) The epitope is DATYQRTRALVR. The TCR CDR3 sequence is CASSPALGDQETQYF. Result: 1 (the TCR binds to the epitope).